This data is from Catalyst prediction with 721,799 reactions and 888 catalyst types from USPTO. The task is: Predict which catalyst facilitates the given reaction. Reactant: Cl.[CH3:2][CH:3]([O:5][C:6]1[CH:13]=[CH:12][C:11]([CH:14]2[N:18](C3C=CC=C4C=3CCNC4)[N:17]=[CH:16][S:15]2)=[CH:10][C:7]=1[C:8]#[N:9])[CH3:4].[C:29](=[O:32])([O-])[O-].[K+].[K+].I[CH2:36][CH2:37][CH2:38]O.C(O[CH2:44][CH3:45])(=O)C. Product: [OH:32][CH2:29][CH2:7][CH2:8][N:9]1[CH2:44][CH2:45][C:38]2[C:37](=[CH:10][CH:11]=[CH:12][C:13]=2[C:16]2[S:15][C:14]([C:11]3[CH:12]=[CH:13][C:6]([O:5][CH:3]([CH3:2])[CH3:4])=[C:7]([CH:10]=3)[C:8]#[N:9])=[N:18][N:17]=2)[CH2:36]1. The catalyst class is: 18.